Dataset: Experimentally validated miRNA-target interactions with 360,000+ pairs, plus equal number of negative samples. Task: Binary Classification. Given a miRNA mature sequence and a target amino acid sequence, predict their likelihood of interaction. (1) The miRNA is dme-miR-14-3p with sequence UCAGUCUUUUUCUCUCUCCUAU. The protein sequence of the target gene is MPQSKSRKIAILGYRSVGKSSLTIQFVEGQFVDSYDPTIENTFTKLITVNGQEYHLQLVDTAGQDEYSIFPQTYSIDINGYILVYSVTSIKSFEVIKVIHGKLLDMVGKVQIPIMLVGNKKDLHMERVISYEEGKALAESWNAAFLESSAKENQTAVDVFRRIILEAEKIDGAASQGKSSCSVM. Result: 0 (no interaction). (2) The miRNA is hsa-miR-668-3p with sequence UGUCACUCGGCUCGGCCCACUAC. The protein sequence of the target gene is MSAALFSLDGPARGAPWPAEPAPFYEPGRAGKPGRGAEPGALGEPGAAAPAMYDDESAIDFSAYIDSMAAVPTLELCHDELFADLFNSNHKAGGAGPLELLPGGPARPLGPGPAAPRLLKREPDWGDGDAPGSLLPAQVAACAQTVVSLAAAGQPTPPTSPEPPRSSPRQTPAPGPAREKSAGKRGPDRGSPEYRQRRERNNIAVRKSRDKAKRRNQEMQQKLVELSAENEKLHQRVEQLTRDLAGLRQFFKQLPSPPFLPAAGTADCR. Result: 0 (no interaction).